Dataset: Full USPTO retrosynthesis dataset with 1.9M reactions from patents (1976-2016). Task: Predict the reactants needed to synthesize the given product. Given the product [CH2:1]([P:3]([CH2:12][CH2:11][CH:10]=[O:13])(=[O:9])[O:4][CH2:5][CH2:6][CH2:7][CH3:8])[CH3:2], predict the reactants needed to synthesize it. The reactants are: [CH2:1]([P:3]([O-:9])[O:4][CH2:5][CH2:6][CH2:7][CH3:8])[CH3:2].[CH:10](=[O:13])[CH:11]=[CH2:12].[O-]CCCC.[Na+].